Dataset: Catalyst prediction with 721,799 reactions and 888 catalyst types from USPTO. Task: Predict which catalyst facilitates the given reaction. (1) Reactant: [C:9](O[C:9]([O:11][C:12]([CH3:15])([CH3:14])[CH3:13])=[O:10])([O:11][C:12]([CH3:15])([CH3:14])[CH3:13])=[O:10].[CH3:16][NH:17][CH:18]([CH2:20][CH:21]=[CH2:22])[CH3:19]. Product: [CH3:16][N:17]([C:9]([O:11][C:12]([CH3:13])([CH3:14])[CH3:15])=[O:10])[CH:18]([CH2:20][CH:21]=[CH2:22])[CH3:19]. The catalyst class is: 1. (2) Reactant: [F:1][C:2]1[CH:3]=[C:4]([OH:9])[CH:5]=[CH:6][C:7]=1[F:8].[CH2:10](Br)[C:11]1[CH:16]=[CH:15][CH:14]=[CH:13][CH:12]=1.C(=O)([O-])[O-].[K+].[K+]. The catalyst class is: 131. Product: [CH2:10]([O:9][C:4]1[CH:5]=[CH:6][C:7]([F:8])=[C:2]([F:1])[CH:3]=1)[C:11]1[CH:16]=[CH:15][CH:14]=[CH:13][CH:12]=1. (3) The catalyst class is: 6. Product: [C:12]([O:13][CH2:12][CH2:11][CH2:10][CH3:9])(=[O:13])[CH:11]=[CH2:10]. Reactant: CCCCCCCC[CH2:9][CH2:10][CH2:11][CH2:12][O:13]S([O-])(=O)=O.[Na+]. (4) Reactant: [F:1][C:2]1[CH:7]=[CH:6][CH:5]=[CH:4][C:3]=1[CH2:8][O:9][C:10]1[CH:15]=[CH:14][C:13]([C@@H:16]2[NH:20][C@H:19]([C:21]([O:23][CH3:24])=[O:22])[CH2:18][CH2:17]2)=[CH:12][CH:11]=1.C(N(C(C)C)CC)(C)C.Cl[C:35]([O:37][CH2:38][C:39]1[CH:44]=[CH:43][CH:42]=[CH:41][CH:40]=1)=[O:36]. Product: [F:1][C:2]1[CH:7]=[CH:6][CH:5]=[CH:4][C:3]=1[CH2:8][O:9][C:10]1[CH:15]=[CH:14][C:13]([C@@H:16]2[N:20]([C:35]([O:37][CH2:38][C:39]3[CH:44]=[CH:43][CH:42]=[CH:41][CH:40]=3)=[O:36])[C@H:19]([C:21]([O:23][CH3:24])=[O:22])[CH2:18][CH2:17]2)=[CH:12][CH:11]=1. The catalyst class is: 2. (5) Reactant: Br[C:2]1[CH:3]=[CH:4][C:5]([O:10][CH:11]([CH3:13])[CH3:12])=[C:6]([CH:9]=1)[C:7]#[N:8].[CH3:14][C:15]1([CH3:31])[C:19]([CH3:21])([CH3:20])[O:18][B:17]([B:17]2[O:18][C:19]([CH3:21])([CH3:20])[C:15]([CH3:31])([CH3:14])[O:16]2)[O:16]1.C([O-])(=O)C.[K+].C(Cl)Cl. Product: [CH:11]([O:10][C:5]1[CH:4]=[CH:3][C:2]([B:17]2[O:18][C:19]([CH3:21])([CH3:20])[C:15]([CH3:31])([CH3:14])[O:16]2)=[CH:9][C:6]=1[C:7]#[N:8])([CH3:13])[CH3:12]. The catalyst class is: 12. (6) Reactant: [N:1]12[CH2:8][CH2:7][C:4]([C:9]([C:19]3[CH:24]=[CH:23][C:22]([O:25][CH3:26])=[CH:21][CH:20]=3)([C:11]3[CH:16]=[CH:15][C:14]([O:17][CH3:18])=[CH:13][CH:12]=3)[OH:10])([CH2:5][CH2:6]1)[CH2:3][CH2:2]2.[C:27]1([CH2:33][O:34][CH2:35][CH2:36][Br:37])[CH:32]=[CH:31][CH:30]=[CH:29][CH:28]=1. Product: [Br-:37].[OH:10][C:9]([C:19]1[CH:20]=[CH:21][C:22]([O:25][CH3:26])=[CH:23][CH:24]=1)([C:11]1[CH:16]=[CH:15][C:14]([O:17][CH3:18])=[CH:13][CH:12]=1)[C:4]12[CH2:5][CH2:6][N+:1]([CH2:36][CH2:35][O:34][CH2:33][C:27]3[CH:32]=[CH:31][CH:30]=[CH:29][CH:28]=3)([CH2:2][CH2:3]1)[CH2:8][CH2:7]2. The catalyst class is: 23.